From a dataset of Peptide-MHC class I binding affinity with 185,985 pairs from IEDB/IMGT. Regression. Given a peptide amino acid sequence and an MHC pseudo amino acid sequence, predict their binding affinity value. This is MHC class I binding data. The peptide sequence is QTMLFTMLR. The MHC is HLA-A11:01 with pseudo-sequence HLA-A11:01. The binding affinity (normalized) is 0.945.